This data is from Forward reaction prediction with 1.9M reactions from USPTO patents (1976-2016). The task is: Predict the product of the given reaction. (1) Given the reactants [CH3:1][C:2]1[N:7]=[C:6]([C:8]2[CH:9]=[C:10]([NH2:18])[CH:11]=[C:12]([C:14]([F:17])([F:16])[F:15])[CH:13]=2)[CH:5]=[CH:4][CH:3]=1.CCN(CC)CC.Cl[C:27](Cl)([O:29]C(=O)OC(Cl)(Cl)Cl)Cl.[NH2:38][C:39]1[CH:52]=[CH:51][C:42]([O:43][C:44]2[CH:49]=[C:48]([NH2:50])[N:47]=[CH:46][N:45]=2)=[CH:41][CH:40]=1, predict the reaction product. The product is: [NH2:50][C:48]1[N:47]=[CH:46][N:45]=[C:44]([O:43][C:42]2[CH:51]=[CH:52][C:39]([NH:38][C:27]([NH:18][C:10]3[CH:11]=[C:12]([C:14]([F:17])([F:15])[F:16])[CH:13]=[C:8]([C:6]4[CH:5]=[CH:4][CH:3]=[C:2]([CH3:1])[N:7]=4)[CH:9]=3)=[O:29])=[CH:40][CH:41]=2)[CH:49]=1. (2) Given the reactants [C:1]([C:3]1[CH:22]=[C:21]([C:23]2[N:31]=[CH:30][N:29]=[C:28]3[C:24]=2[N:25]=[C:26]([C:32]2[CH:37]=[CH:36][C:35]([N:38]4[CH2:43][CH2:42][O:41][CH2:40][CH2:39]4)=[CH:34][CH:33]=2)[NH:27]3)[CH:20]=[CH:19][C:4]=1[O:5][CH:6]1[CH2:11][CH2:10][N:9](C(OC(C)(C)C)=O)[CH2:8][CH2:7]1)#[N:2], predict the reaction product. The product is: [O:41]1[CH2:42][CH2:43][N:38]([C:35]2[CH:34]=[CH:33][C:32]([C:26]3[NH:27][C:28]4[C:24]([N:25]=3)=[C:23]([C:21]3[CH:20]=[CH:19][C:4]([O:5][CH:6]5[CH2:11][CH2:10][NH:9][CH2:8][CH2:7]5)=[C:3]([CH:22]=3)[C:1]#[N:2])[N:31]=[CH:30][N:29]=4)=[CH:37][CH:36]=2)[CH2:39][CH2:40]1. (3) Given the reactants [NH2:1][C@H:2]1[C:11]2[CH:10]=[N:9][CH:8]=[C:7]([C:12]3[CH:13]=[C:14]4[C:19](=[CH:20][CH:21]=3)[N:18]([CH3:22])[C:17](=[O:23])[CH2:16][CH2:15]4)[C:6]=2[CH2:5][CH2:4][CH2:3]1.[CH:24]1([S:27](Cl)(=[O:29])=[O:28])[CH2:26][CH2:25]1, predict the reaction product. The product is: [CH3:22][N:18]1[C:19]2[C:14](=[CH:13][C:12]([C:7]3[C:6]4[CH2:5][CH2:4][CH2:3][C@@H:2]([NH:1][S:27]([CH:24]5[CH2:26][CH2:25]5)(=[O:29])=[O:28])[C:11]=4[CH:10]=[N:9][CH:8]=3)=[CH:21][CH:20]=2)[CH2:15][CH2:16][C:17]1=[O:23]. (4) Given the reactants C[O-].[Na+].[C:4]([O:10][CH3:11])(=[O:9])[C:5]([O:7]C)=O.[C:12]([C:15]1[CH:20]=[CH:19][CH:18]=[CH:17][N:16]=1)(=[O:14])[CH3:13], predict the reaction product. The product is: [O:7]=[C:5]([CH2:13][C:12](=[O:14])[C:15]1[CH:20]=[CH:19][CH:18]=[CH:17][N:16]=1)[C:4]([O:10][CH3:11])=[O:9].